Dataset: Forward reaction prediction with 1.9M reactions from USPTO patents (1976-2016). Task: Predict the product of the given reaction. The product is: [C:1]([O:5][C:6]([N:8]1[CH2:13][CH2:12][CH:11]([NH:14][C@@H:15]([C:24]([OH:26])=[O:25])[CH2:16][C:17]2[CH:22]=[CH:21][C:20]([Cl:23])=[CH:19][CH:18]=2)[CH2:10][CH2:9]1)=[O:7])([CH3:4])([CH3:2])[CH3:3]. Given the reactants [C:1]([O:5][C:6]([N:8]1[CH2:13][CH2:12][CH:11]([NH:14][C@@H:15]([C:24]([O:26]C)=[O:25])[CH2:16][C:17]2[CH:22]=[CH:21][C:20]([Cl:23])=[CH:19][CH:18]=2)[CH2:10][CH2:9]1)=[O:7])([CH3:4])([CH3:3])[CH3:2].O.[OH-].[Li+].S([O-])([O-])(=O)=O.[K+].[K+], predict the reaction product.